From a dataset of Reaction yield outcomes from USPTO patents with 853,638 reactions. Predict the reaction yield, written as a fraction of the theoretical maximum amount of product (1.0 means a 100% yield; for example, 0.34 means a 34% yield). (1) The reactants are [N:1]1([C:7]2[S:8]/[C:9](=[CH:13]\[C:14]3[CH:19]=[CH:18][C:17]([F:20])=[CH:16][C:15]=3[OH:21])/[C:10](=[O:12])[N:11]=2)[CH2:6][CH2:5][CH2:4][CH2:3][NH:2]1.C(N(CC)CC)C.[NH:29]([C:38]([O:40][C:41]([CH3:44])([CH3:43])[CH3:42])=[O:39])[C@H:30]([C:35](O)=[O:36])[CH2:31][CH:32]([CH3:34])[CH3:33].OC1C2N=NNC=2C=CC=1.CCN=C=NCCCN(C)C.Cl. The catalyst is ClCCl.CN(C=O)C. The product is [C:41]([O:40][C:38]([NH:29][C@@H:30]([CH2:31][CH:32]([CH3:34])[CH3:33])[C:35]([O:21][C:15]1[CH:16]=[C:17]([F:20])[CH:18]=[CH:19][C:14]=1/[CH:13]=[C:9]1\[C:10](=[O:12])[N:11]=[C:7]([N:1]2[CH2:6][CH2:5][CH2:4][CH2:3][NH:2]2)[S:8]\1)=[O:36])=[O:39])([CH3:44])([CH3:43])[CH3:42]. The yield is 0.800. (2) The reactants are [CH2:1]([N:8]1[CH2:13][CH2:12][C:11]([CH2:15][NH:16][C:17](=[O:20])[CH2:18]Cl)([OH:14])[CH2:10][CH2:9]1)[C:2]1[CH:7]=[CH:6][CH:5]=[CH:4][CH:3]=1.CC(C)([O-])C.[K+]. The catalyst is O1CCCC1. The product is [CH2:1]([N:8]1[CH2:13][CH2:12][C:11]2([O:14][CH2:18][C:17](=[O:20])[NH:16][CH2:15]2)[CH2:10][CH2:9]1)[C:2]1[CH:7]=[CH:6][CH:5]=[CH:4][CH:3]=1. The yield is 0.620. (3) The reactants are [O:1]1[C:6]2[CH:7]=[CH:8][C:9]([C:11](=[O:17])[CH2:12][CH2:13][C:14]([OH:16])=[O:15])=[CH:10][C:5]=2[O:4][CH2:3][CH2:2]1.C[O:19][C:20](=[O:25])[CH:21]([NH2:24])[CH2:22][CH3:23].O.[OH-].[K+]. The catalyst is C1COCC1. The product is [O:1]1[C:6]2[CH:7]=[CH:8][C:9]([C:11](=[O:17])[CH2:12][CH2:13][C:14]([OH:16])=[O:15])=[CH:10][C:5]=2[O:4][CH2:3][CH2:2]1.[NH2:24][CH:21]([CH2:22][CH3:23])[C:20]([OH:25])=[O:19]. The yield is 0.880.